Dataset: Forward reaction prediction with 1.9M reactions from USPTO patents (1976-2016). Task: Predict the product of the given reaction. Given the reactants [Cl:1][C:2]1[CH:13]=[CH:12][C:5]([CH2:6][C:7]2[CH2:11][CH2:10][CH2:9][N:8]=2)=[CH:4][CH:3]=1.[CH2:14](Br)[C:15]([C:17]1[CH:22]=[CH:21][CH:20]=[CH:19][CH:18]=1)=O.C([O-])(O)=O.[Na+], predict the reaction product. The product is: [Cl:1][C:2]1[CH:13]=[CH:12][C:5]([C:6]2[C:15]([C:17]3[CH:22]=[CH:21][CH:20]=[CH:19][CH:18]=3)=[CH:14][N:8]3[C:7]=2[CH2:11][CH2:10][CH2:9]3)=[CH:4][CH:3]=1.